Dataset: Reaction yield outcomes from USPTO patents with 853,638 reactions. Task: Predict the reaction yield, written as a fraction of the theoretical maximum amount of product (1.0 means a 100% yield; for example, 0.34 means a 34% yield). (1) The product is [CH3:24][N:23]1[C:25]2[C:6](=[CH:5][C:4]([C:11]([O:13][CH3:14])=[O:12])=[CH:3][C:2]=2[CH3:1])[CH:7]=[N:8]1.[CH3:24][N:23]1[CH:25]=[C:6]2[C:10]([C:2]([CH3:1])=[CH:3][C:4]([C:11]([O:13][CH3:14])=[O:12])=[CH:5]2)=[N:9]1. The yield is 0.220. The catalyst is CCOC(C)=O. The reactants are [CH3:1][C:2]1[CH:3]=[C:4]([C:11]([OH:13])=[O:12])[CH:5]=[C:6]2[C:10]=1[NH:9][N:8]=[CH:7]2.[C:14]([O-])([O-])=O.[K+].[K+].IC.C[N:23]([CH:25]=O)[CH3:24]. (2) The reactants are [CH3:1][N:2]1[C:7](=[O:8])[CH2:6][CH:5]([C:9]2[CH:14]=[CH:13][C:12]([N+:15]([O-])=O)=[CH:11][CH:10]=2)[CH2:4][C:3]1=[O:18]. The catalyst is CO.[Pd]. The product is [NH2:15][C:12]1[CH:11]=[CH:10][C:9]([CH:5]2[CH2:4][C:3](=[O:18])[N:2]([CH3:1])[C:7](=[O:8])[CH2:6]2)=[CH:14][CH:13]=1. The yield is 0.940. (3) The reactants are [NH2:1][C:2]1[C:7](Br)=[N:6][C:5]([Br:9])=[CH:4][N:3]=1.[NH:10]([CH2:14][CH2:15][OH:16])[CH2:11][CH2:12][OH:13]. No catalyst specified. The product is [NH2:1][C:2]1[C:7]([N:10]([CH2:14][CH2:15][OH:16])[CH2:11][CH2:12][OH:13])=[N:6][C:5]([Br:9])=[CH:4][N:3]=1. The yield is 0.550. (4) The reactants are [CH2:1]([O:3][C:4]1[CH:13]=[CH:12][C:7]2[N:8]=[C:9]([NH2:11])[S:10][C:6]=2[CH:5]=1)[CH3:2].[Cl:14][C:15]1[CH:16]=[C:17]([CH:21]=[C:22]([Cl:24])[CH:23]=1)[C:18](Cl)=[O:19].Br[CH:26]([CH2:31][CH3:32])[C:27]([O:29]C)=[O:28].COC1C=CC2N=C(N)SC=2C=1.ClC1C=C(C=CC=1)C(Cl)=O.BrCC(OCC)=O. No catalyst specified. The product is [Cl:14][C:15]1[CH:16]=[C:17]([CH:21]=[C:22]([Cl:24])[CH:23]=1)[C:18]([N:11]=[C:9]1[N:8]([CH:26]([CH2:31][CH3:32])[C:27]([OH:29])=[O:28])[C:7]2[CH:12]=[CH:13][C:4]([O:3][CH2:1][CH3:2])=[CH:5][C:6]=2[S:10]1)=[O:19]. The yield is 0.360. (5) The reactants are [CH2:1]([O:3][C:4]1[N:8]([CH2:9][C:10]2[CH:15]=[CH:14][C:13]([C:16]3[CH:21]=[CH:20][CH:19]=[CH:18][C:17]=3[C:22]([O:24]C)=[O:23])=[CH:12][CH:11]=2)[C:7]2[C:26]([C:30]([O:32]C)=[O:31])=[CH:27][CH:28]=[CH:29][C:6]=2[N:5]=1)[CH3:2].[OH-].[Na+]. The catalyst is CO. The product is [CH2:1]([O:3][C:4]1[N:8]([CH2:9][C:10]2[CH:11]=[CH:12][C:13]([C:16]3[CH:21]=[CH:20][CH:19]=[CH:18][C:17]=3[C:22]([OH:24])=[O:23])=[CH:14][CH:15]=2)[C:7]2[C:26]([C:30]([OH:32])=[O:31])=[CH:27][CH:28]=[CH:29][C:6]=2[N:5]=1)[CH3:2]. The yield is 0.830. (6) The reactants are [F:1][C:2]([F:20])([F:19])[C:3]([N:5]1[CH2:14][CH2:13][C:12]2[C:7](=[CH:8][C:9]([S:15](Cl)(=[O:17])=[O:16])=[CH:10][CH:11]=2)[CH2:6]1)=[O:4].[NH2:21][C:22]1[S:23][CH:24]=[CH:25][N:26]=1.CC#N. The catalyst is N1C=CC=CC=1. The product is [S:23]1[CH:24]=[CH:25][N:26]=[C:22]1[NH:21][S:15]([C:9]1[CH:8]=[C:7]2[C:12]([CH2:13][CH2:14][N:5]([C:3](=[O:4])[C:2]([F:20])([F:19])[F:1])[CH2:6]2)=[CH:11][CH:10]=1)(=[O:17])=[O:16]. The yield is 0.700.